This data is from Forward reaction prediction with 1.9M reactions from USPTO patents (1976-2016). The task is: Predict the product of the given reaction. (1) Given the reactants [NH2:1][C:2]1[CH:7]=[CH:6][C:5]([OH:8])=[CH:4][C:3]=1[O:9][CH3:10].[H-].[Na+].[NH2:13][C:14]1[CH:19]=[C:18](Cl)[CH:17]=[CH:16][N:15]=1.C(OCC)C, predict the reaction product. The product is: [NH2:13][C:14]1[CH:19]=[C:18]([O:8][C:5]2[CH:6]=[CH:7][C:2]([NH2:1])=[C:3]([O:9][CH3:10])[CH:4]=2)[CH:17]=[CH:16][N:15]=1. (2) Given the reactants Br[CH2:2][CH2:3][CH2:4][O:5][C:6]1[CH:15]=[C:14]2[C:9]([C:10]([O:16][C:17]3[CH:22]=[CH:21][C:20]([NH:23][C:24]([NH:26][CH2:27][CH2:28][CH3:29])=[O:25])=[C:19]([Cl:30])[CH:18]=3)=[CH:11][CH:12]=[N:13]2)=[CH:8][C:7]=1[O:31][CH3:32].C(=O)([O-])[O-].[K+].[K+].[NH:39]([CH2:43][CH2:44][OH:45])[CH2:40][CH2:41][OH:42].O, predict the reaction product. The product is: [Cl:30][C:19]1[CH:18]=[C:17]([O:16][C:10]2[C:9]3[C:14](=[CH:15][C:6]([O:5][CH2:4][CH2:3][CH2:2][N:39]([CH2:43][CH2:44][OH:45])[CH2:40][CH2:41][OH:42])=[C:7]([O:31][CH3:32])[CH:8]=3)[N:13]=[CH:12][CH:11]=2)[CH:22]=[CH:21][C:20]=1[NH:23][C:24]([NH:26][CH2:27][CH2:28][CH3:29])=[O:25]. (3) Given the reactants CO[C:3]([C:5]1[N:6]=[CH:7][C:8]2[C:13]([C:14]=1[OH:15])=[CH:12][CH:11]=[C:10]([O:16][C:17]1[CH:22]=[CH:21][CH:20]=[CH:19][CH:18]=1)[CH:9]=2)=[O:4].[NH2:23][C:24]([CH3:30])([CH3:29])[CH2:25][C:26]([OH:28])=[O:27].C[O-].[Na+].Cl, predict the reaction product. The product is: [OH:15][C:14]1[C:13]2[C:8](=[CH:9][C:10]([O:16][C:17]3[CH:18]=[CH:19][CH:20]=[CH:21][CH:22]=3)=[CH:11][CH:12]=2)[CH:7]=[N:6][C:5]=1[C:3]([NH:23][C:24]([CH3:30])([CH3:29])[CH2:25][C:26]([OH:28])=[O:27])=[O:4]. (4) Given the reactants S(Cl)([Cl:3])=O.[Cl:5][C:6]1[CH:13]=[CH:12][CH:11]=[C:10]([CH3:14])[C:7]=1[CH2:8]O.[C:15]1([P:21]([C:28]2[CH:33]=[CH:32][CH:31]=[CH:30][CH:29]=2)[C:22]2[CH:27]=[CH:26][CH:25]=[CH:24][CH:23]=2)[CH:20]=[CH:19][CH:18]=[CH:17][CH:16]=1, predict the reaction product. The product is: [Cl-:3].[Cl:5][C:6]1[CH:13]=[CH:12][CH:11]=[C:10]([CH3:14])[C:7]=1[CH2:8][P+:21]([C:22]1[CH:23]=[CH:24][CH:25]=[CH:26][CH:27]=1)([C:28]1[CH:33]=[CH:32][CH:31]=[CH:30][CH:29]=1)[C:15]1[CH:16]=[CH:17][CH:18]=[CH:19][CH:20]=1.